From a dataset of Catalyst prediction with 721,799 reactions and 888 catalyst types from USPTO. Predict which catalyst facilitates the given reaction. Product: [Cl:45][C:41]1[CH:40]=[C:39]([C:33]2[CH:32]=[C:28]([C:29](=[O:30])[NH:18][CH2:17][CH2:16][CH2:15][CH2:14][CH2:13][CH2:12][CH2:11][CH2:10][N:1]3[C:9]4[C:4](=[CH:5][CH:6]=[CH:7][CH:8]=4)[CH:3]=[CH:2]3)[CH:27]=[C:26]([C:22]3[CH:23]=[CH:24][CH:25]=[C:20]([Cl:19])[CH:21]=3)[C:34]=2[O:35][CH:36]([OH:62])[CH3:37])[CH:44]=[CH:43][CH:42]=1. The catalyst class is: 2. Reactant: [N:1]1([CH2:10][CH2:11][CH2:12][CH2:13][CH2:14][CH2:15][CH2:16][CH2:17][NH2:18])[C:9]2[C:4](=[CH:5][CH:6]=[CH:7][CH:8]=2)[CH:3]=[CH:2]1.[Cl:19][C:20]1[CH:21]=[C:22]([C:26]2[CH:27]=[C:28]([CH:32]=[C:33]([C:39]3[CH:44]=[CH:43][CH:42]=[C:41]([Cl:45])[CH:40]=3)[C:34]=2[O:35][CH2:36][CH2:37]O)[C:29](O)=[O:30])[CH:23]=[CH:24][CH:25]=1.CCN(CC)CC.C1C=CC2N([OH:62])N=NC=2C=1.C1CCC(N=C=NC2CCCCC2)CC1.